Dataset: CYP1A2 inhibition data for predicting drug metabolism from PubChem BioAssay. Task: Regression/Classification. Given a drug SMILES string, predict its absorption, distribution, metabolism, or excretion properties. Task type varies by dataset: regression for continuous measurements (e.g., permeability, clearance, half-life) or binary classification for categorical outcomes (e.g., BBB penetration, CYP inhibition). Dataset: cyp1a2_veith. The molecule is Cc1cc(C)c(-c2noc(C(=O)OC(C)(C)C)c2C(=O)OC(C)(C)C)c(C)c1. The result is 0 (non-inhibitor).